The task is: Predict the reactants needed to synthesize the given product.. This data is from Full USPTO retrosynthesis dataset with 1.9M reactions from patents (1976-2016). (1) Given the product [CH2:19]([O:17][C:16]([C:6]1[C:5]([OH:4])=[CH:14][C:13]2[C:8](=[CH:9][C:10]([O:15][CH2:1][CH2:25][CH3:24])=[CH:11][CH:12]=2)[CH:7]=1)=[O:18])[CH2:20][CH3:21], predict the reactants needed to synthesize it. The reactants are: [CH3:1][O-].[Na+].[OH:4][C:5]1[C:6]([C:16]([OH:18])=[O:17])=[CH:7][C:8]2[C:13]([CH:14]=1)=[CH:12][CH:11]=[C:10]([OH:15])[CH:9]=2.[CH2:19](I)[CH2:20][CH3:21].Cl.[CH3:24][C:25](N(C)C)=O. (2) Given the product [C:7]([C:11]1[N:15]([CH2:16][CH:17]2[CH2:22][CH2:21][C:20]([F:24])([F:23])[CH2:19][CH2:18]2)[C:14]2[CH:25]=[CH:26][C:27]([S:29]([N:32]3[CH:36]=[C:35]([C:37]([OH:1])=[O:38])[CH:34]=[N:33]3)(=[O:31])=[O:30])=[CH:28][C:13]=2[N:12]=1)([CH3:10])([CH3:8])[CH3:9], predict the reactants needed to synthesize it. The reactants are: [OH:1]OS([O-])=O.[K+].[C:7]([C:11]1[N:15]([CH2:16][CH:17]2[CH2:22][CH2:21][C:20]([F:24])([F:23])[CH2:19][CH2:18]2)[C:14]2[CH:25]=[CH:26][C:27]([S:29]([N:32]3[CH:36]=[C:35]([CH:37]=[O:38])[CH:34]=[N:33]3)(=[O:31])=[O:30])=[CH:28][C:13]=2[N:12]=1)([CH3:10])([CH3:9])[CH3:8]. (3) Given the product [Cl:1][C:2]1[CH:3]=[C:4]([CH:8]=[CH:9][C:10]=1[NH:11][CH3:12])[C:5]([NH:16][CH3:15])=[O:6], predict the reactants needed to synthesize it. The reactants are: [Cl:1][C:2]1[CH:3]=[C:4]([CH:8]=[CH:9][C:10]=1[NH:11][CH3:12])[C:5](O)=[O:6].C(C1NC=CN=1)([C:15]1[NH:16]C=CN=1)=O.Cl.CN.C(N(CC)CC)C. (4) Given the product [CH2:16]([C:13]1[CH:12]=[CH:11][C:10]([C:4]2[CH:36]=[N:35][N:34]([C:24]([CH3:23])([CH3:33])[CH2:25][C:26]3[CH:27]=[CH:28][C:29]([CH3:32])=[CH:30][CH:31]=3)[C:5]=2[OH:6])=[CH:15][CH:14]=1)[CH2:17][CH2:18][CH2:19][CH2:20][CH3:21], predict the reactants needed to synthesize it. The reactants are: CN(C)C=[C:4]([C:10]1[CH:15]=[CH:14][C:13]([CH2:16][CH2:17][CH2:18][CH2:19][CH2:20][CH3:21])=[CH:12][CH:11]=1)[C:5](OCC)=[O:6].[CH3:23][C:24]([NH:34][NH:35][C:36](OC(C)(C)C)=O)([CH3:33])[CH2:25][C:26]1[CH:31]=[CH:30][C:29]([CH3:32])=[CH:28][CH:27]=1. (5) Given the product [CH2:3]1[C@@H:1]([NH2:4])[C@@H:2]1[C:6]1[CH:5]=[CH:21][CH:19]=[CH:29][CH:28]=1, predict the reactants needed to synthesize it. The reactants are: [CH:1]1([NH2:4])[CH2:3][CH2:2]1.[C:5](O)(=O)[CH3:6].[BH-](O[C:19]([CH3:21])=O)(OC(C)=O)OC(C)=O.[Na+].C([O-])(O)=O.[Na+].[CH3:28][C:29]#N.